Task: Binary Classification. Given a drug SMILES string, predict its activity (active/inactive) in a high-throughput screening assay against a specified biological target.. Dataset: Tyrosyl-DNA phosphodiesterase HTS with 341,365 compounds (1) The drug is S=C(N1CCN(CC1)C(=O)c1occc1)Nc1cc(OC)c(OC)cc1. The result is 0 (inactive). (2) The molecule is Brc1cc(CN(C2CS(=O)(=O)CC2)C(=O)COc2ccc(F)cc2)ccc1. The result is 0 (inactive). (3) The drug is S=C(NCC)/N=C(\N[N+]([O-])=O)N. The result is 0 (inactive).